From a dataset of Reaction yield outcomes from USPTO patents with 853,638 reactions. Predict the reaction yield, written as a fraction of the theoretical maximum amount of product (1.0 means a 100% yield; for example, 0.34 means a 34% yield). The reactants are [CH3:1][O:2][C:3](=[O:16])[CH:4]=[CH:5][C:6]1[CH:11]=[CH:10][CH:9]=[C:8]([S:12](Cl)(=[O:14])=[O:13])[CH:7]=1.[CH2:17]([NH2:27])[C:18]1[CH:26]=[CH:25][C:24]2[O:23][CH2:22][O:21][C:20]=2[CH:19]=1.C([O-])(O)=O.[Na+]. The catalyst is O1CCOCC1.O. The product is [CH3:1][O:2][C:3](=[O:16])[CH:4]=[CH:5][C:6]1[CH:11]=[CH:10][CH:9]=[C:8]([S:12](=[O:14])(=[O:13])[NH:27][CH2:17][C:18]2[CH:26]=[CH:25][C:24]3[O:23][CH2:22][O:21][C:20]=3[CH:19]=2)[CH:7]=1. The yield is 0.810.